Dataset: Peptide-MHC class I binding affinity with 185,985 pairs from IEDB/IMGT. Task: Regression. Given a peptide amino acid sequence and an MHC pseudo amino acid sequence, predict their binding affinity value. This is MHC class I binding data. (1) The peptide sequence is NEQVDKLV. The MHC is Mamu-A11 with pseudo-sequence Mamu-A11. The binding affinity (normalized) is 0. (2) The peptide sequence is EFRKLCCDI. The MHC is H-2-Kd with pseudo-sequence H-2-Kd. The binding affinity (normalized) is 0.0831.